Dataset: Catalyst prediction with 721,799 reactions and 888 catalyst types from USPTO. Task: Predict which catalyst facilitates the given reaction. (1) Reactant: [N+:1]([C:4]1[CH:5]=[C:6]([C:10]2[CH2:14][CH:13]([CH2:15][CH2:16][CH:17]=O)[O:12][N:11]=2)[CH:7]=[CH:8][CH:9]=1)([O-:3])=[O:2].[F:19][C:20]1[CH:25]=[CH:24][C:23]([CH:26]([C:33]2[CH:38]=[CH:37][C:36]([F:39])=[CH:35][CH:34]=2)[N:27]2[CH2:32][CH2:31][NH:30][CH2:29][CH2:28]2)=[CH:22][CH:21]=1.[BH-](OC(C)=O)(OC(C)=O)OC(C)=O.[Na+]. Product: [F:39][C:36]1[CH:35]=[CH:34][C:33]([CH:26]([C:23]2[CH:24]=[CH:25][C:20]([F:19])=[CH:21][CH:22]=2)[N:27]2[CH2:28][CH2:29][N:30]([CH2:17][CH2:16][CH2:15][CH:13]3[O:12][N:11]=[C:10]([C:6]4[CH:7]=[CH:8][CH:9]=[C:4]([N+:1]([O-:3])=[O:2])[CH:5]=4)[CH2:14]3)[CH2:31][CH2:32]2)=[CH:38][CH:37]=1. The catalyst class is: 2. (2) Reactant: O[C:2]1([C:26]([F:29])([F:28])[F:27])[C:10]2[C:5](=[CH:6][CH:7]=[C:8]([N:11]3[CH:16]=[C:15]([C:17]([O:19][CH2:20][CH3:21])=[O:18])[C:14](=[O:22])[NH:13][C:12]3=[O:23])[CH:9]=2)[N:4]([CH3:24])[C:3]1=[O:25].C(N(S(F)(F)[F:36])CC)C. Product: [F:36][C:2]1([C:26]([F:28])([F:27])[F:29])[C:10]2[C:5](=[CH:6][CH:7]=[C:8]([N:11]3[CH:16]=[C:15]([C:17]([O:19][CH2:20][CH3:21])=[O:18])[C:14](=[O:22])[NH:13][C:12]3=[O:23])[CH:9]=2)[N:4]([CH3:24])[C:3]1=[O:25]. The catalyst class is: 4. (3) Reactant: F[C:2]1[CH:3]=[C:4]([CH:9]=[CH:10][C:11]=1[N+:12]([O-:14])=[O:13])[C:5]([O:7][CH3:8])=[O:6].[SH:15][CH2:16][CH2:17][C:18]([O:20][CH2:21][CH:22]([CH2:27][CH3:28])[CH2:23][CH2:24][CH2:25][CH3:26])=[O:19].C(=O)([O-])[O-].[K+].[K+]. Product: [CH2:27]([CH:22]([CH2:23][CH2:24][CH2:25][CH3:26])[CH2:21][O:20][C:18](=[O:19])[CH2:17][CH2:16][S:15][C:2]1[CH:3]=[C:4]([CH:9]=[CH:10][C:11]=1[N+:12]([O-:14])=[O:13])[C:5]([O:7][CH3:8])=[O:6])[CH3:28]. The catalyst class is: 39. (4) Reactant: [Na].[C:2]([O:8][CH2:9][CH3:10])(=[O:7])[CH2:3][C:4]([CH3:6])=[O:5].[C:11](#[N:14])[CH:12]=[CH2:13]. Product: [C:11]([CH2:12][CH2:13][CH:3]([C:4](=[O:5])[CH3:6])[C:2]([O:8][CH2:9][CH3:10])=[O:7])#[N:14]. The catalyst class is: 14.